From a dataset of Forward reaction prediction with 1.9M reactions from USPTO patents (1976-2016). Predict the product of the given reaction. (1) Given the reactants [C:1]([O:5][C:6](=[O:20])[NH:7][CH2:8][CH2:9][N:10]1[C:18]2[C:17](Cl)=[N:16][CH:15]=[N:14][C:13]=2[CH:12]=[CH:11]1)([CH3:4])([CH3:3])[CH3:2].[NH2:21][C:22]1[CH:39]=[CH:38][C:25]([O:26][C:27]2[CH:28]=[C:29]([C:33]3([C:36]#[N:37])[CH2:35][CH2:34]3)[CH:30]=[CH:31][CH:32]=2)=[C:24]([CH3:40])[CH:23]=1, predict the reaction product. The product is: [C:1]([O:5][C:6](=[O:20])[NH:7][CH2:8][CH2:9][N:10]1[C:18]2[C:17]([NH:21][C:22]3[CH:39]=[CH:38][C:25]([O:26][C:27]4[CH:32]=[CH:31][CH:30]=[C:29]([C:33]5([C:36]#[N:37])[CH2:34][CH2:35]5)[CH:28]=4)=[C:24]([CH3:40])[CH:23]=3)=[N:16][CH:15]=[N:14][C:13]=2[CH:12]=[CH:11]1)([CH3:4])([CH3:3])[CH3:2]. (2) Given the reactants [C:1]1([CH3:7])[CH:6]=[CH:5][CH:4]=[CH:3][CH:2]=1.[Li][CH2:9][CH2:10][CH2:11][CH3:12].[CH2:13]([O:20][C@@H:21]1[C@@H:26]([O:27][CH2:28][C:29]2[CH:34]=[CH:33][CH:32]=[CH:31][CH:30]=2)[C@H:25]([O:35][CH2:36][C:37]2[CH:42]=[CH:41][CH:40]=[CH:39][CH:38]=2)[C@@H:24]([CH2:43][O:44][CH2:45][C:46]2[CH:51]=[CH:50][CH:49]=[CH:48][CH:47]=2)[S:23][C:22]1=[O:52])[C:14]1[CH:19]=[CH:18][CH:17]=[CH:16][CH:15]=1, predict the reaction product. The product is: [CH2:13]([O:20][C@@H:21]1[C@@H:26]([O:27][CH2:28][C:29]2[CH:34]=[CH:33][CH:32]=[CH:31][CH:30]=2)[C@H:25]([O:35][CH2:36][C:37]2[CH:38]=[CH:39][CH:40]=[CH:41][CH:42]=2)[C@@H:24]([CH2:43][O:44][CH2:45][C:46]2[CH:47]=[CH:48][CH:49]=[CH:50][CH:51]=2)[S:23][C:22]1([C:4]1[CH:5]=[C:6]([CH2:12][C:11]2[CH:15]=[CH:14][C:13]3[O:20][CH2:21][CH2:22][O:52][C:9]=3[CH:10]=2)[C:1]([CH3:7])=[CH:2][C:3]=1[O:27][CH2:28][C:29]1[CH:30]=[CH:31][CH:32]=[CH:33][CH:34]=1)[OH:52])[C:14]1[CH:19]=[CH:18][CH:17]=[CH:16][CH:15]=1. (3) Given the reactants [NH2:1][C:2]1[C:3]([OH:18])=[C:4]([C:9]2[CH:14]=[CH:13][CH:12]=[C:11]([C:15]([OH:17])=[O:16])[CH:10]=2)[CH:5]=[C:6]([F:8])[CH:7]=1.[N:19]([O-])=O.[Na+].[CH3:23][C:24]1[CH2:25][C:26](=[O:39])[N:27]([C:29]2[CH:38]=[CH:37][C:36]3[CH2:35][CH2:34][CH2:33][CH2:32][C:31]=3[CH:30]=2)[N:28]=1.C(=O)(O)[O-].[Na+], predict the reaction product. The product is: [F:8][C:6]1[CH:7]=[C:2]([NH:1][N:19]=[C:25]2[C:26](=[O:39])[N:27]([C:29]3[CH:38]=[CH:37][C:36]4[CH2:35][CH2:34][CH2:33][CH2:32][C:31]=4[CH:30]=3)[N:28]=[C:24]2[CH3:23])[C:3]([OH:18])=[C:4]([C:9]2[CH:14]=[CH:13][CH:12]=[C:11]([C:15]([OH:17])=[O:16])[CH:10]=2)[CH:5]=1. (4) Given the reactants [CH3:1][C:2]1[C:11]2[CH:10]=[N:9][C:8]([S:12][CH3:13])=[N:7][C:6]=2[N:5]([C:14]2[CH:15]=[C:16]([NH:20][C:21](=[O:24])[CH:22]=[CH2:23])[CH:17]=[CH:18][CH:19]=2)[C:4](=[O:25])[CH:3]=1.C1C=C(Cl)C=C(C(OO)=[O:34])C=1.C([O-])([O-])=O.[K+].[K+], predict the reaction product. The product is: [CH3:1][C:2]1[C:11]2[CH:10]=[N:9][C:8]([S:12]([CH3:13])=[O:34])=[N:7][C:6]=2[N:5]([C:14]2[CH:15]=[C:16]([NH:20][C:21](=[O:24])[CH:22]=[CH2:23])[CH:17]=[CH:18][CH:19]=2)[C:4](=[O:25])[CH:3]=1.